The task is: Predict the product of the given reaction.. This data is from Forward reaction prediction with 1.9M reactions from USPTO patents (1976-2016). Given the reactants [Br:1][C:2]1[C:11]([Cl:12])=[C:10]([CH2:13][C:14]2[CH:19]=[CH:18][C:17]([CH2:20][CH3:21])=[CH:16][CH:15]=2)[CH:9]=[C:8]([CH:22]2[C@H:27]([O:28][CH2:29][C:30]3[CH:35]=[CH:34][CH:33]=[CH:32][CH:31]=3)[C@@H:26]([O:36][CH2:37][C:38]3[CH:43]=[CH:42][CH:41]=[CH:40][CH:39]=3)[C@H:25]([O:44][CH2:45][C:46]3[CH:51]=[CH:50][CH:49]=[CH:48][CH:47]=3)[C@@H:24]([CH2:52][O:53][CH2:54][C:55]3[CH:60]=[CH:59][CH:58]=[CH:57][CH:56]=3)[O:23]2)[C:3]=1[O:4][CH2:5]CO.C1(P(C2C=CC=CC=2)C2C=CC=CC=2)C=CC=CC=1.[C:80]([Cl:84])(Cl)(Cl)Cl, predict the reaction product. The product is: [CH2:45]([O:44][C@H:25]1[C@H:26]([O:36][CH2:37][C:38]2[CH:39]=[CH:40][CH:41]=[CH:42][CH:43]=2)[C@@H:27]([O:28][CH2:29][C:30]2[CH:35]=[CH:34][CH:33]=[CH:32][CH:31]=2)[CH:22]([C:8]2[CH:9]=[C:10]([CH2:13][C:14]3[CH:15]=[CH:16][C:17]([CH2:20][CH3:21])=[CH:18][CH:19]=3)[C:11]([Cl:12])=[C:2]([Br:1])[C:3]=2[O:4][CH2:5][CH2:80][Cl:84])[O:23][C@@H:24]1[CH2:52][O:53][CH2:54][C:55]1[CH:56]=[CH:57][CH:58]=[CH:59][CH:60]=1)[C:46]1[CH:51]=[CH:50][CH:49]=[CH:48][CH:47]=1.